This data is from Human liver microsome stability data. The task is: Regression/Classification. Given a drug SMILES string, predict its absorption, distribution, metabolism, or excretion properties. Task type varies by dataset: regression for continuous measurements (e.g., permeability, clearance, half-life) or binary classification for categorical outcomes (e.g., BBB penetration, CYP inhibition). Dataset: hlm. The drug is CCOc1cc(NC(=O)C2(NC(=O)c3ccc4c(C5CCCC5)c(-c5ncc(Cl)cn5)n(C)c4c3)CCC2)ccc1C=CC(=O)OCCNN1CCCC1. The result is 0 (unstable in human liver microsomes).